From a dataset of Peptide-MHC class II binding affinity with 134,281 pairs from IEDB. Regression. Given a peptide amino acid sequence and an MHC pseudo amino acid sequence, predict their binding affinity value. This is MHC class II binding data. (1) The peptide sequence is ISVKNAEKVQTAGIVTPYDI. The MHC is DRB1_0701 with pseudo-sequence DRB1_0701. The binding affinity (normalized) is 0.283. (2) The peptide sequence is TKWDNSFLEILYG. The MHC is DRB1_1501 with pseudo-sequence DRB1_1501. The binding affinity (normalized) is 0.350. (3) The peptide sequence is LENDNQLLYNYPGAL. The MHC is DRB3_0101 with pseudo-sequence DRB3_0101. The binding affinity (normalized) is 0.571.